Dataset: Forward reaction prediction with 1.9M reactions from USPTO patents (1976-2016). Task: Predict the product of the given reaction. (1) Given the reactants [C:1]([O:4][CH2:5][CH:6]=[C:7]([CH3:10])[CH:8]=O)(=[O:3])[CH3:2].[C:11]1([S:17]([C:20]#[N:21])(=[O:19])=[O:18])[CH:16]=[CH:15][CH:14]=[CH:13][CH:12]=1.B(OCCCC)(OCCCC)OCCCC.C(O)CCC, predict the reaction product. The product is: [C:1]([O:4][C:5]1[C:20]([S:17]([C:11]2[CH:12]=[CH:13][CH:14]=[CH:15][CH:16]=2)(=[O:19])=[O:18])=[N:21][CH:8]=[C:7]([CH3:10])[CH:6]=1)(=[O:3])[CH3:2]. (2) Given the reactants [O:1]([CH2:8][CH2:9][NH2:10])[C:2]1[CH:7]=[CH:6][CH:5]=[CH:4][CH:3]=1.C(N(CC)CC)C.[F:18][C:19]1[CH:24]=[C:23]([S:25][C:26]([F:29])([F:28])[F:27])[CH:22]=[CH:21][C:20]=1[N:30]([CH3:34])[C:31](Cl)=[O:32], predict the reaction product. The product is: [F:18][C:19]1[CH:24]=[C:23]([S:25][C:26]([F:29])([F:28])[F:27])[CH:22]=[CH:21][C:20]=1[N:30]([CH3:34])[C:31]([NH:10][CH2:9][CH2:8][O:1][C:2]1[CH:7]=[CH:6][CH:5]=[CH:4][CH:3]=1)=[O:32]. (3) Given the reactants O=[C:2]([CH3:15])[CH2:3][C:4]1[CH:5]=[C:6]([CH2:10][C:11]([O:13][CH3:14])=[O:12])[CH:7]=[CH:8][CH:9]=1.[CH3:16][C@@H:17]([NH2:24])[C:18]1[CH:23]=[CH:22][CH:21]=[CH:20][CH:19]=1.C(O[BH-](OC(=O)C)OC(=O)C)(=O)C.[Na+].C(O)(=O)C, predict the reaction product. The product is: [C:18]1([C@H:17]([NH:24][C@H:2]([CH3:15])[CH2:3][C:4]2[CH:5]=[C:6]([CH2:10][C:11]([O:13][CH3:14])=[O:12])[CH:7]=[CH:8][CH:9]=2)[CH3:16])[CH:23]=[CH:22][CH:21]=[CH:20][CH:19]=1. (4) Given the reactants [OH:1][CH2:2][C:3]([C@H:5]([C@@H:7]([C@@H:9]([CH2:11][OH:12])[OH:10])[OH:8])[OH:6])=[O:4].[OH-].[Na+], predict the reaction product. The product is: [CH2:2]([OH:1])[CH:3]1[O:4][CH:11]([OH:12])[CH:9]([OH:10])[CH:7]([OH:8])[CH:5]1[OH:6]. (5) Given the reactants [CH3:1][N:2]1[CH2:6][CH2:5][CH2:4][CH:3]1[CH2:7][CH2:8][N:9]1[CH2:14][CH2:13][S:12][C:11]2[CH:15]=[C:16]([NH:19][C:20]([C:22]3[S:23][CH:24]=[CH:25][CH:26]=3)=[NH:21])[CH:17]=[CH:18][C:10]1=2.[ClH:27], predict the reaction product. The product is: [ClH:27].[ClH:27].[CH3:1][N:2]1[CH2:6][CH2:5][CH2:4][CH:3]1[CH2:7][CH2:8][N:9]1[CH2:14][CH2:13][S:12][C:11]2[CH:15]=[C:16]([NH:19][C:20]([C:22]3[S:23][CH:24]=[CH:25][CH:26]=3)=[NH:21])[CH:17]=[CH:18][C:10]1=2. (6) Given the reactants [F:1][C:2]1[CH:7]=[CH:6][C:5]([NH2:8])=[CH:4][C:3]=1[N+:9]([O-:11])=[O:10].Br[CH2:13][CH2:14][O:15][CH2:16][CH2:17]Br.C(=O)([O-])[O-].[K+].[K+].[I-].[K+], predict the reaction product. The product is: [F:1][C:2]1[CH:7]=[CH:6][C:5]([N:8]2[CH2:17][CH2:16][O:15][CH2:14][CH2:13]2)=[CH:4][C:3]=1[N+:9]([O-:11])=[O:10].